From a dataset of Catalyst prediction with 721,799 reactions and 888 catalyst types from USPTO. Predict which catalyst facilitates the given reaction. (1) Reactant: Cl[C:2]1[C:3]2[CH:20]=[CH:19][N:18]([CH2:21][CH2:22][O:23][CH3:24])[C:4]=2[N:5]=[C:6]([S:8]([C:11]2[CH:16]=[CH:15][C:14]([F:17])=[CH:13][CH:12]=2)(=[O:10])=[O:9])[N:7]=1.[CH3:25][C:26]1[NH:30][N:29]=[C:28]([NH2:31])[CH:27]=1.[I-].[Na+].CCN(C(C)C)C(C)C. Product: [F:17][C:14]1[CH:15]=[CH:16][C:11]([S:8]([C:6]2[N:7]=[C:2]([NH:31][C:28]3[CH:27]=[C:26]([CH3:25])[NH:30][N:29]=3)[C:3]3[CH:20]=[CH:19][N:18]([CH2:21][CH2:22][O:23][CH3:24])[C:4]=3[N:5]=2)(=[O:10])=[O:9])=[CH:12][CH:13]=1. The catalyst class is: 3. (2) Reactant: O.[CH3:2][O:3][C:4]1[CH:9]=[C:8]([N+:10]([O-:12])=[O:11])[CH:7]=[CH:6][C:5]=1[O-:13].[K+].Cl[CH2:16][CH2:17][S:18][CH3:19]. Product: [CH3:2][O:3][C:4]1[CH:9]=[C:8]([N+:10]([O-:12])=[O:11])[CH:7]=[CH:6][C:5]=1[O:13][CH2:16][CH2:17][S:18][CH3:19]. The catalyst class is: 85. (3) Reactant: N[C:2]1[N:10]=[C:9]2[C:5]([N:6]=[CH:7][N:8]2[C@@H:11]2[O:23][C@H:22]([CH2:24][O:25][C:26](=[O:28])[CH3:27])[C@@H:17]([O:18][C:19](=[O:21])[CH3:20])[C@H:12]2[O:13][C:14](=[O:16])[CH3:15])=[C:4]([Cl:29])[N:3]=1.N(OC(C)(C)C)=[O:31]. Product: [Cl:29][C:4]1[N:3]=[C:2]([OH:31])[N:10]=[C:9]2[C:5]=1[N:6]=[CH:7][N:8]2[C@@H:11]1[O:23][C@H:22]([CH2:24][O:25][C:26](=[O:28])[CH3:27])[C@@H:17]([O:18][C:19](=[O:21])[CH3:20])[C@H:12]1[O:13][C:14](=[O:16])[CH3:15]. The catalyst class is: 378. (4) Reactant: C(=O)([O-])[O-].[K+].[K+].[Cl:7][C:8]1[C:13]([OH:14])=[CH:12][CH:11]=[CH:10][N:9]=1.Cl[C:16]([F:21])([F:20])C([O-])=O.[Na+]. Product: [Cl:7][C:8]1[C:13]([O:14][CH:16]([F:21])[F:20])=[CH:12][CH:11]=[CH:10][N:9]=1. The catalyst class is: 9. (5) Reactant: [C:1]([C@@H:3]([NH:23][C:24]([C:26]1([NH:32]C(=O)OC(C)(C)C)[CH2:31][CH2:30][O:29][CH2:28][CH2:27]1)=[O:25])[CH2:4][C:5]1[CH:10]=[CH:9][C:8]([C:11]2[CH:16]=[CH:15][C:14]([S:17]([CH:20]([CH3:22])[CH3:21])(=[O:19])=[O:18])=[CH:13][CH:12]=2)=[CH:7][CH:6]=1)#[N:2]. Product: [NH2:32][C:26]1([C:24]([NH:23][C@H:3]([C:1]#[N:2])[CH2:4][C:5]2[CH:6]=[CH:7][C:8]([C:11]3[CH:16]=[CH:15][C:14]([S:17]([CH:20]([CH3:22])[CH3:21])(=[O:19])=[O:18])=[CH:13][CH:12]=3)=[CH:9][CH:10]=2)=[O:25])[CH2:27][CH2:28][O:29][CH2:30][CH2:31]1. The catalyst class is: 106. (6) Reactant: [CH2:1]([S:3][S:4][C:5]1[CH:10]=[CH:9][CH:8]=[C:7]([CH3:11])[C:6]=1[OH:12])[CH3:2].C(N=C=NC(C)C)(C)C.[C:22]([O:26][C:27]([NH:29][C@H:30]([C:35](=[O:46])[O:36][C:37]([C:40]1[CH:45]=[CH:44][CH:43]=[CH:42][CH:41]=1)([CH3:39])[CH3:38])[CH2:31][C:32](O)=[O:33])=[O:28])([CH3:25])([CH3:24])[CH3:23]. Product: [C:22]([O:26][C:27]([NH:29][C@@H:30]([CH2:31][C:32]([O:12][C:6]1[C:7]([CH3:11])=[CH:8][CH:9]=[CH:10][C:5]=1[S:4][S:3][CH2:1][CH3:2])=[O:33])[C:35]([O:36][C:37]([C:40]1[CH:41]=[CH:42][CH:43]=[CH:44][CH:45]=1)([CH3:39])[CH3:38])=[O:46])=[O:28])([CH3:25])([CH3:23])[CH3:24]. The catalyst class is: 119. (7) Reactant: Cl.[NH2:2][C:3]1[CH2:4][C:5]([C:18]([OH:20])=O)=[CH:6][C:7]2[CH:13]=[CH:12][C:11]([C:14]([O:16][CH3:17])=[O:15])=[CH:10][C:8]=2[N:9]=1.CN(C(ON1N=NC2C=CC=CC1=2)=[N+](C)C)C.F[P-](F)(F)(F)(F)F.CCN(C(C)C)C(C)C.[CH2:54]([NH:57][CH2:58][CH2:59][CH3:60])[CH2:55][CH3:56]. Product: [NH2:2][C:3]1[CH2:4][C:5]([C:18](=[O:20])[N:57]([CH2:58][CH2:59][CH3:60])[CH2:54][CH2:55][CH3:56])=[CH:6][C:7]2[CH:13]=[CH:12][C:11]([C:14]([O:16][CH3:17])=[O:15])=[CH:10][C:8]=2[N:9]=1. The catalyst class is: 3. (8) Reactant: CC1(C)[O:6][C:5](=[CH:7][C:8]([N:10]([CH3:22])[CH2:11][C:12]2[CH:17]=[CH:16][C:15]([C:18]([F:21])([F:20])[F:19])=[CH:14][CH:13]=2)=[O:9])[C:4](=[O:23])O1.[CH2:25]=O.[NH2:27][CH2:28][CH2:29][N:30]1[CH2:35][CH2:34][O:33][CH2:32][CH2:31]1. Product: [CH3:22][N:10]([CH2:11][C:12]1[CH:13]=[CH:14][C:15]([C:18]([F:19])([F:20])[F:21])=[CH:16][CH:17]=1)[C:8]([C:7]1[CH2:25][N:27]([CH2:28][CH2:29][N:30]2[CH2:35][CH2:34][O:33][CH2:32][CH2:31]2)[C:4](=[O:23])[C:5]=1[OH:6])=[O:9]. The catalyst class is: 5. (9) Reactant: C([O:8][C:9]1[CH:17]=[C:16]2[C:12]([CH:13]=[N:14][N:15]2[CH2:18][CH:19]([O:21][Si:22]([C:25]([CH3:28])([CH3:27])[CH3:26])([CH3:24])[CH3:23])[CH3:20])=[CH:11][CH:10]=1)C1C=CC=CC=1.ClCCl. Product: [C:25]([Si:22]([CH3:24])([CH3:23])[O:21][CH:19]([CH3:20])[CH2:18][N:15]1[C:16]2[C:12](=[CH:11][CH:10]=[C:9]([OH:8])[CH:17]=2)[CH:13]=[N:14]1)([CH3:27])([CH3:28])[CH3:26]. The catalyst class is: 19.